This data is from Reaction yield outcomes from USPTO patents with 853,638 reactions. The task is: Predict the reaction yield, written as a fraction of the theoretical maximum amount of product (1.0 means a 100% yield; for example, 0.34 means a 34% yield). (1) The reactants are [Br:1][C:2]1[CH:3]=[C:4]([N:8]2[C:12](/[N:13]=C/N(C)C)=[C:11]([CH:18]=[O:19])[C:10]([C:20]([O:22][CH2:23][CH3:24])=[O:21])=[N:9]2)[CH:5]=[CH:6][CH:7]=1.Cl.O. The catalyst is C1COCC1. The product is [NH2:13][C:12]1[N:8]([C:4]2[CH:5]=[CH:6][CH:7]=[C:2]([Br:1])[CH:3]=2)[N:9]=[C:10]([C:20]([O:22][CH2:23][CH3:24])=[O:21])[C:11]=1[CH:18]=[O:19]. The yield is 0.530. (2) The reactants are [CH2:1]([C:8]1[O:9][C:10]([C:13]2[CH:14]=[C:15]3[C:20](=[CH:21][CH:22]=2)[CH:19]=[C:18]([O:23][CH2:24][C:25]#[N:26])[CH:17]=[CH:16]3)=[CH:11][N:12]=1)[C:2]1[CH:7]=[CH:6][CH:5]=[CH:4][CH:3]=1.[N-:27]=[N+:28]=[N-:29].[Na+].[Cl-].[NH4+].[OH-].[Na+].Cl. The catalyst is CN(C=O)C.O. The product is [CH2:1]([C:8]1[O:9][C:10]([C:13]2[CH:14]=[C:15]3[C:20](=[CH:21][CH:22]=2)[CH:19]=[C:18]([O:23][CH2:24][C:25]2[NH:29][N:28]=[N:27][N:26]=2)[CH:17]=[CH:16]3)=[CH:11][N:12]=1)[C:2]1[CH:7]=[CH:6][CH:5]=[CH:4][CH:3]=1. The yield is 0.820.